From a dataset of Full USPTO retrosynthesis dataset with 1.9M reactions from patents (1976-2016). Predict the reactants needed to synthesize the given product. (1) The reactants are: [NH:1]1[C:5]2[CH:6]=[CH:7][CH:8]=[CH:9][C:4]=2[N:3]=[C:2]1[C:10]1[C:22]2[C:21]3[C:16](=[CH:17][CH:18]=[CH:19][CH:20]=3)[C:15](=[N:23]O)[C:14]=2[CH:13]=[CH:12][CH:11]=1. Given the product [NH:1]1[C:5]2[CH:6]=[CH:7][CH:8]=[CH:9][C:4]=2[N:3]=[C:2]1[C:10]1[C:22]2[C:21]3[C:16](=[CH:17][CH:18]=[CH:19][CH:20]=3)[CH:15]([NH2:23])[C:14]=2[CH:13]=[CH:12][CH:11]=1, predict the reactants needed to synthesize it. (2) Given the product [O:64]1[C:65]2[CH:66]=[CH:67][C:59]([CH2:58][NH:68][C:22]([C:21]3[CH:20]=[N:19][N:12]4[C@H:13]([C:15]([F:16])([F:18])[F:17])[CH2:14][C@H:9]([C:6]5[CH:7]=[CH:8][C:3]([CH2:1][CH3:2])=[CH:4][CH:5]=5)[NH:10][C:11]=34)=[O:24])=[CH:60][C:61]=2[O:62][CH2:63]1, predict the reactants needed to synthesize it. The reactants are: [CH2:1]([C:3]1[CH:8]=[CH:7][C:6]([C@H:9]2[CH2:14][C@@H:13]([C:15]([F:18])([F:17])[F:16])[N:12]3[N:19]=[CH:20][C:21]([C:22]([OH:24])=O)=[C:11]3[NH:10]2)=[CH:5][CH:4]=1)[CH3:2].CN(C(ON1N=NC2C=CC=NC1=2)=[N+](C)C)C.F[P-](F)(F)(F)(F)F.C(N(CC)C(C)C)(C)C.[CH2:58]([NH2:68])[C:59]1[CH:67]=[CH:66][C:65]2[O:64][CH2:63][O:62][C:61]=2[CH:60]=1. (3) Given the product [C:1]([N:4]1[C:12]2[C:7](=[CH:8][C:9]([N+:15]([O-:17])=[O:16])=[C:10]([Cl:13])[CH:11]=2)[CH2:6][C:5]1=[O:14])(=[O:3])[CH3:2], predict the reactants needed to synthesize it. The reactants are: [C:1]([N:4]1[C:12]2[C:7](=[CH:8][CH:9]=[C:10]([Cl:13])[CH:11]=2)[CH2:6][C:5]1=[O:14])(=[O:3])[CH3:2].[N+:15]([O-])([O-:17])=[O:16].[NH4+].N. (4) Given the product [CH3:18][O:19][C:20](=[O:33])[CH2:21][N:22]1[C:30]2[C:25](=[CH:26][CH:27]=[CH:28][CH:29]=2)[C:24]([C:48]2[CH:49]=[CH:50][C:45]([Cl:44])=[CH:46][C:47]=2[OH:51])([OH:31])[C:23]1=[O:32], predict the reactants needed to synthesize it. The reactants are: BrC1C=CC=C2C=1C(=O)C(=O)N2CCCCC.[CH3:18][O:19][C:20](=[O:33])[CH2:21][N:22]1[C:30]2[C:25](=[CH:26][CH:27]=[CH:28][CH:29]=2)[C:24](=[O:31])[C:23]1=[O:32].O1C2C=CC(O)=CC=2OC1.[Cl:44][C:45]1[CH:46]=[C:47]([OH:51])[CH:48]=[CH:49][CH:50]=1. (5) The reactants are: [OH:1][C:2]1[CH:14]=[CH:13][C:5]2[CH:6]([CH2:9][C:10]([OH:12])=[O:11])[CH2:7][O:8][C:4]=2[CH:3]=1.[C:15]1([C:21]([C:28]2[CH:33]=[CH:32][CH:31]=[CH:30][CH:29]=2)([C@H:23]2[CH2:27][CH2:26][CH2:25][NH:24]2)[OH:22])[CH:20]=[CH:19][CH:18]=[CH:17][CH:16]=1. Given the product [C:15]1([C:21]([C:28]2[CH:33]=[CH:32][CH:31]=[CH:30][CH:29]=2)([C@H:23]2[CH2:27][CH2:26][CH2:25][NH:24]2)[OH:22])[CH:16]=[CH:17][CH:18]=[CH:19][CH:20]=1.[OH:1][C:2]1[CH:14]=[CH:13][C:5]2[C@H:6]([CH2:9][C:10]([OH:12])=[O:11])[CH2:7][O:8][C:4]=2[CH:3]=1, predict the reactants needed to synthesize it. (6) Given the product [F:8][C:9]([F:15])([F:14])[C:10]1[CH:18]=[C:17]([CH2:16][OH:19])[O:12][N:11]=1, predict the reactants needed to synthesize it. The reactants are: C(N(CC)CC)C.[F:8][C:9]([F:15])([F:14])/[C:10](/Br)=[N:11]/[OH:12].[CH2:16]([OH:19])[C:17]#[CH:18].